This data is from CYP2D6 inhibition data for predicting drug metabolism from PubChem BioAssay. The task is: Regression/Classification. Given a drug SMILES string, predict its absorption, distribution, metabolism, or excretion properties. Task type varies by dataset: regression for continuous measurements (e.g., permeability, clearance, half-life) or binary classification for categorical outcomes (e.g., BBB penetration, CYP inhibition). Dataset: cyp2d6_veith. (1) The compound is FC(F)(F)c1ccccc1-c1cncnc1NCc1ccccc1. The result is 1 (inhibitor). (2) The compound is O=S(=O)(c1cc(-c2nc3ccccc3s2)ccc1Cl)N1CCOCC1. The result is 0 (non-inhibitor).